Dataset: Forward reaction prediction with 1.9M reactions from USPTO patents (1976-2016). Task: Predict the product of the given reaction. (1) Given the reactants [Br:1][C:2]1[CH:3]=[N:4][CH:5]=[C:6]([CH:18]=1)[C:7]([N:9]1[CH2:14][CH2:13][CH2:12][CH2:11][CH:10]1[C:15]([O-])=O)=O.[Na+].ClC(=C)[C:22]#[N:23].[CH3:25]C1C=CC=CC=1, predict the reaction product. The product is: [Br:1][C:2]1[CH:18]=[C:6]([C:7]2[N:9]3[C:10]([CH2:11][CH2:12][CH2:13][CH2:14]3)=[C:15]([C:22]#[N:23])[CH:25]=2)[CH:5]=[N:4][CH:3]=1. (2) Given the reactants C(OC(=O)[NH:7][C:8]1[S:9][C:10]2[CH2:19][CH2:18][CH:17]([OH:20])[C:16]3[C:12](=[CH:13][N:14]([CH2:21][C:22]4[CH:27]=[CH:26][C:25]([O:28][CH3:29])=[CH:24][CH:23]=4)[N:15]=3)[C:11]=2[N:30]=1)(C)(C)C, predict the reaction product. The product is: [NH2:7][C:8]1[S:9][C:10]2[CH2:19][CH2:18][CH:17]([OH:20])[C:16]3[C:12](=[CH:13][N:14]([CH2:21][C:22]4[CH:27]=[CH:26][C:25]([O:28][CH3:29])=[CH:24][CH:23]=4)[N:15]=3)[C:11]=2[N:30]=1. (3) Given the reactants [CH:1]([S:4]([C:7]1[CH:8]=[C:9]2[C:13](=[C:14]([O:16][CH2:17][CH2:18][C:19]3[CH:24]=[CH:23][CH:22]=[CH:21][N:20]=3)[CH:15]=1)[N:12]([CH2:25][O:26][CH3:27])[N:11]=[C:10]2[N:28]1C(=O)C2C(=CC=CC=2)C1=O)(=[O:6])=[O:5])([CH3:3])[CH3:2].O.NN, predict the reaction product. The product is: [CH:1]([S:4]([C:7]1[CH:8]=[C:9]2[C:13](=[C:14]([O:16][CH2:17][CH2:18][C:19]3[CH:24]=[CH:23][CH:22]=[CH:21][N:20]=3)[CH:15]=1)[N:12]([CH2:25][O:26][CH3:27])[N:11]=[C:10]2[NH2:28])(=[O:6])=[O:5])([CH3:2])[CH3:3]. (4) Given the reactants [NH2:1][CH2:2][CH2:3][CH2:4][CH2:5][CH2:6][CH2:7][NH:8][C:9](=[O:15])[O:10][C:11]([CH3:14])([CH3:13])[CH3:12].CCN(C(C)C)C(C)C.[Cl:25][CH2:26][C:27](Cl)=[O:28], predict the reaction product. The product is: [Cl:25][CH2:26][C:27]([NH:1][CH2:2][CH2:3][CH2:4][CH2:5][CH2:6][CH2:7][NH:8][C:9](=[O:15])[O:10][C:11]([CH3:12])([CH3:14])[CH3:13])=[O:28]. (5) Given the reactants [CH2:1]([O:3][C:4](=[O:25])[CH:5]([C:19]1[CH:24]=[CH:23][CH:22]=[CH:21][CH:20]=1)[C:6](=O)[C:7]([C:12]1[CH:17]=[CH:16][CH:15]=[CH:14][CH:13]=1)=[CH:8]N(C)C)[CH3:2].[N+]([O-])(O)=O.[N+]([O-])(O)=O.[CH3:34][O:35][C:36]1[CH:37]=[C:38]([NH:48][C:49]([NH2:51])=[NH:50])[CH:39]=[CH:40][C:41]=1[N:42]1[CH:46]=[C:45]([CH3:47])[N:44]=[CH:43]1, predict the reaction product. The product is: [CH3:34][O:35][C:36]1[CH:37]=[C:38]([NH:48][C:49]2[N:51]=[C:6]([CH:5]([C:19]3[CH:24]=[CH:23][CH:22]=[CH:21][CH:20]=3)[C:4]([O:3][CH2:1][CH3:2])=[O:25])[C:7]([C:12]3[CH:17]=[CH:16][CH:15]=[CH:14][CH:13]=3)=[CH:8][N:50]=2)[CH:39]=[CH:40][C:41]=1[N:42]1[CH:46]=[C:45]([CH3:47])[N:44]=[CH:43]1. (6) Given the reactants [CH3:1][CH:2]([CH2:6][CH3:7])[CH:3]([OH:5])[CH3:4].[H-].[Na+].Cl[C:11]1[CH:12]=[CH:13][C:14]2[CH2:15][N:16]([C:22]([O:24][C:25]([CH3:28])([CH3:27])[CH3:26])=[O:23])[CH2:17][CH2:18][O:19][C:20]=2[N:21]=1.O, predict the reaction product. The product is: [CH3:4][CH:3]([O:5][C:11]1[CH:12]=[CH:13][C:14]2[CH2:15][N:16]([C:22]([O:24][C:25]([CH3:28])([CH3:27])[CH3:26])=[O:23])[CH2:17][CH2:18][O:19][C:20]=2[N:21]=1)[CH:2]([CH3:1])[CH2:6][CH3:7].